This data is from Experimentally validated miRNA-target interactions with 360,000+ pairs, plus equal number of negative samples. The task is: Binary Classification. Given a miRNA mature sequence and a target amino acid sequence, predict their likelihood of interaction. (1) The protein sequence of the target gene is MAGDVEGFCSSIHDTSVSAGFRALYEEGLLLDVTLVIEDHQFQAHKALLATQSDYFRIMFTADMRERDQDKIHLKGLTATGFSHVLQFMYYGTIELSMNTVHEILQAAMYVQLIEVVKFCCSFLLAKICLENCAEIMRLLDDFGVNIEGVREKLDAFLLDNFVPLMSRPDFLSYLSFEKLMSYLDNDHLSRFPEIELYEAVQSWLRHDRRRWRHTDTIIQNIRFCLMTPSSVFEKVKTSEFYRYSRQLRYEVDQALNYFQNVHQQPLLDMKSSRIRSAKPQTTVFRGMIGHSMVNSKILL.... The miRNA is hsa-miR-194-3p with sequence CCAGUGGGGCUGCUGUUAUCUG. Result: 0 (no interaction). (2) The protein sequence of the target gene is MDLRDWLFLCYGLIAFLTEVIDSTTCPSVCRCDNGFIYCNDRGLTSIPSDIPDDATTLYLQNNQINNAGIPQDLKTKVKVQVIYLYENDLDEFPINLPRSLRELHLQDNNVRTIARDSLARIPLLEKLHLDDNSVSTVSIEEDAFADSKQLKLLFLSRNHLSSIPSGLPHTLEELRLDDNRISTIPLHAFKGLNSLRRLVLDGNLLANQRIADDTFSRLQNLTELSLVRNSLAAPPLNLPSAHLQKLYLQDNAISHIPYNTLAKMRELERLDLSNNNLTTLPRGLFDDLGNLAQLLLRNN.... Result: 0 (no interaction). The miRNA is hsa-miR-143-3p with sequence UGAGAUGAAGCACUGUAGCUC.